From a dataset of Catalyst prediction with 721,799 reactions and 888 catalyst types from USPTO. Predict which catalyst facilitates the given reaction. (1) Reactant: [H-].[Al+3].[Li+].[H-].[H-].[H-].CN(C)C(=S)[S:10][C:11]1[CH:16]=[CH:15][CH:14]=[C:13]([O:17][CH3:18])[C:12]=1[OH:19].[OH-].[Na+]. Product: [SH:10][C:11]1[CH:16]=[CH:15][CH:14]=[C:13]([O:17][CH3:18])[C:12]=1[OH:19]. The catalyst class is: 1. (2) The catalyst class is: 4. Reactant: C([O:5][C:6](=[O:28])[C:7]1[CH:12]=[CH:11][C:10]([N:13]2[CH2:18][CH2:17][N:16]([C:19](=[O:24])[C:20]([F:23])([F:22])[F:21])[CH2:15][CH2:14]2)=[CH:9][C:8]=1[N+:25]([O-:27])=[O:26])(C)(C)C. Product: [N+:25]([C:8]1[CH:9]=[C:10]([N:13]2[CH2:18][CH2:17][N:16]([C:19](=[O:24])[C:20]([F:23])([F:22])[F:21])[CH2:15][CH2:14]2)[CH:11]=[CH:12][C:7]=1[C:6]([OH:28])=[O:5])([O-:27])=[O:26]. (3) Reactant: C(OC([N:8]1[CH2:14][C:13]([CH3:16])([CH3:15])[CH2:12][N:11]([C:17]2[CH:18]=[C:19]3[C:24](=[CH:25][CH:26]=2)[N:23]=[C:22]([C:27]2[CH:32]=[CH:31][C:30]([F:33])=[C:29]([O:34][CH3:35])[CH:28]=2)[N:21]([CH2:36][C:37](=[O:42])[NH:38][CH:39]([CH3:41])[CH3:40])[C:20]3=[O:43])[CH2:10][CH:9]1[CH3:44])=O)(C)(C)C.C(O)(C(F)(F)F)=O. Product: [F:33][C:30]1[CH:31]=[CH:32][C:27]([C:22]2[N:21]([CH2:36][C:37]([NH:38][CH:39]([CH3:41])[CH3:40])=[O:42])[C:20](=[O:43])[C:19]3[C:24](=[CH:25][CH:26]=[C:17]([N:11]4[CH2:12][C:13]([CH3:16])([CH3:15])[CH2:14][NH:8][CH:9]([CH3:44])[CH2:10]4)[CH:18]=3)[N:23]=2)=[CH:28][C:29]=1[O:34][CH3:35]. The catalyst class is: 61. (4) The catalyst class is: 1. Reactant: [CH3:1][O:2][C:3]1[CH:4]=[C:5]([CH:27]=[CH:28][C:29]=1[O:30][CH3:31])[CH2:6][NH:7][C:8]1[N:13]2[N:14]=[C:15]([C:17]3[O:18][CH:19]=[CH:20][CH:21]=3)[N:16]=[C:12]2[CH:11]=[C:10]([C:22]([O:24]CC)=[CH2:23])[N:9]=1. Product: [C:22]([C:10]1[N:9]=[C:8]([NH:7][CH2:6][C:5]2[CH:27]=[CH:28][C:29]([O:30][CH3:31])=[C:3]([O:2][CH3:1])[CH:4]=2)[N:13]2[N:14]=[C:15]([C:17]3[O:18][CH:19]=[CH:20][CH:21]=3)[N:16]=[C:12]2[CH:11]=1)(=[O:24])[CH3:23]. (5) Reactant: C(C1C=NC=CC=1OC1C=CC(N)=CC=1F)C.FC1C=CC(CC(N=C=O)=O)=CC=1.COC1C=C[C:36]([CH2:37][NH:38][C:39]2N=CN=[C:41]([O:45][C:46]3[CH:51]=[CH:50][C:49]([NH:52][C:53]([NH:55][C:56](=[O:65])[CH2:57][C:58]4[CH:63]=[CH:62][C:61]([F:64])=[CH:60][CH:59]=4)=[O:54])=[CH:48][C:47]=3[F:66])[CH:40]=2)=[CH:35][CH:34]=1.[ClH:69].CCOCC. Product: [ClH:69].[CH2:35]([C:36]1[CH:37]=[N:38][CH:39]=[CH:40][C:41]=1[O:45][C:46]1[CH:51]=[CH:50][C:49]([NH:52][C:53]([NH:55][C:56](=[O:65])[CH2:57][C:58]2[CH:63]=[CH:62][C:61]([F:64])=[CH:60][CH:59]=2)=[O:54])=[CH:48][C:47]=1[F:66])[CH3:34]. The catalyst class is: 61.